Dataset: NCI-60 drug combinations with 297,098 pairs across 59 cell lines. Task: Regression. Given two drug SMILES strings and cell line genomic features, predict the synergy score measuring deviation from expected non-interaction effect. (1) Cell line: PC-3. Drug 2: CCC1=C2CN3C(=CC4=C(C3=O)COC(=O)C4(CC)O)C2=NC5=C1C=C(C=C5)O. Synergy scores: CSS=17.6, Synergy_ZIP=-6.85, Synergy_Bliss=-1.09, Synergy_Loewe=-4.00, Synergy_HSA=1.17. Drug 1: C1CCC(CC1)NC(=O)N(CCCl)N=O. (2) Drug 1: C1CCC(CC1)NC(=O)N(CCCl)N=O. Drug 2: C1=C(C(=O)NC(=O)N1)N(CCCl)CCCl. Cell line: PC-3. Synergy scores: CSS=26.3, Synergy_ZIP=-8.07, Synergy_Bliss=-2.23, Synergy_Loewe=-3.21, Synergy_HSA=-0.366. (3) Drug 1: C1CCC(C1)C(CC#N)N2C=C(C=N2)C3=C4C=CNC4=NC=N3. Drug 2: CC12CCC3C(C1CCC2OP(=O)(O)O)CCC4=C3C=CC(=C4)OC(=O)N(CCCl)CCCl.[Na+]. Cell line: SK-MEL-2. Synergy scores: CSS=8.75, Synergy_ZIP=3.15, Synergy_Bliss=6.38, Synergy_Loewe=0.353, Synergy_HSA=0.770. (4) Drug 1: CCCCC(=O)OCC(=O)C1(CC(C2=C(C1)C(=C3C(=C2O)C(=O)C4=C(C3=O)C=CC=C4OC)O)OC5CC(C(C(O5)C)O)NC(=O)C(F)(F)F)O. Drug 2: CCCCCOC(=O)NC1=NC(=O)N(C=C1F)C2C(C(C(O2)C)O)O. Cell line: MCF7. Synergy scores: CSS=23.2, Synergy_ZIP=2.98, Synergy_Bliss=5.77, Synergy_Loewe=-14.7, Synergy_HSA=4.13. (5) Drug 1: CC1CCC2CC(C(=CC=CC=CC(CC(C(=O)C(C(C(=CC(C(=O)CC(OC(=O)C3CCCCN3C(=O)C(=O)C1(O2)O)C(C)CC4CCC(C(C4)OC)O)C)C)O)OC)C)C)C)OC. Drug 2: CN(CC1=CN=C2C(=N1)C(=NC(=N2)N)N)C3=CC=C(C=C3)C(=O)NC(CCC(=O)O)C(=O)O. Cell line: HCC-2998. Synergy scores: CSS=27.8, Synergy_ZIP=1.55, Synergy_Bliss=4.96, Synergy_Loewe=-9.33, Synergy_HSA=0.828. (6) Drug 1: C1CN1P(=S)(N2CC2)N3CC3. Drug 2: CC1C(C(CC(O1)OC2CC(CC3=C2C(=C4C(=C3O)C(=O)C5=C(C4=O)C(=CC=C5)OC)O)(C(=O)CO)O)N)O.Cl. Cell line: HL-60(TB). Synergy scores: CSS=57.1, Synergy_ZIP=-3.27, Synergy_Bliss=2.77, Synergy_Loewe=5.03, Synergy_HSA=6.90.